This data is from Forward reaction prediction with 1.9M reactions from USPTO patents (1976-2016). The task is: Predict the product of the given reaction. (1) Given the reactants [C:1](=[S:16])(OC1C=CC=CN=1)OC1C=CC=CN=1.[Br:17][C:18]1[CH:19]=[C:20]([CH:25]([C:27]2[CH:32]=[CH:31][N:30]=[CH:29][CH:28]=2)[NH2:26])[CH:21]=[CH:22][C:23]=1[F:24], predict the reaction product. The product is: [Br:17][C:18]1[CH:19]=[C:20]([CH:25]([N:26]=[C:1]=[S:16])[C:27]2[CH:28]=[CH:29][N:30]=[CH:31][CH:32]=2)[CH:21]=[CH:22][C:23]=1[F:24]. (2) Given the reactants C([O:3][C:4]([C:6]1[N:7]=[C:8]([N:17]2[CH2:22][CH2:21][N:20]([C:23]([O:25][C:26]([CH3:29])([CH3:28])[CH3:27])=[O:24])[CH2:19][CH2:18]2)[C:9]2[CH:14]=[C:13]([CH2:15][CH3:16])[S:12][C:10]=2[N:11]=1)=[O:5])C.[OH-].[Na+], predict the reaction product. The product is: [C:26]([O:25][C:23]([N:20]1[CH2:19][CH2:18][N:17]([C:8]2[C:9]3[CH:14]=[C:13]([CH2:15][CH3:16])[S:12][C:10]=3[N:11]=[C:6]([C:4]([OH:5])=[O:3])[N:7]=2)[CH2:22][CH2:21]1)=[O:24])([CH3:29])([CH3:28])[CH3:27]. (3) The product is: [C:1]([O:5][C:6]([N:8]1[CH2:12][C@@H:11]([CH2:13][C@H:14]([CH2:18][C:19]2[CH:24]=[CH:23][C:22]([O:25][CH3:26])=[C:21]([O:27][CH2:28][CH2:29][CH2:30][O:31][CH3:32])[CH:20]=2)[CH:15]([CH3:17])[CH3:16])[C@H:10]([CH2:33][NH:42][CH:39]2[CH2:41][CH2:40]2)[CH2:9]1)=[O:7])([CH3:4])([CH3:2])[CH3:3]. Given the reactants [C:1]([O:5][C:6]([N:8]1[CH2:12][C@@H:11]([CH2:13][C@H:14]([CH2:18][C:19]2[CH:24]=[CH:23][C:22]([O:25][CH3:26])=[C:21]([O:27][CH2:28][CH2:29][CH2:30][O:31][CH3:32])[CH:20]=2)[CH:15]([CH3:17])[CH3:16])[C@H:10]([CH:33]=O)[CH2:9]1)=[O:7])([CH3:4])([CH3:3])[CH3:2].C(O)(=O)C.[CH:39]1([NH2:42])[CH2:41][CH2:40]1.[BH4-].[Na+], predict the reaction product. (4) The product is: [CH3:3][NH:5][S:17]([C:14]1[CH:15]=[CH:16][C:11]([F:10])=[CH:12][CH:13]=1)(=[O:19])=[O:18]. Given the reactants CN.[CH2:3]([N:5](CC)CC)C.[F:10][C:11]1[CH:16]=[CH:15][C:14]([S:17](Cl)(=[O:19])=[O:18])=[CH:13][CH:12]=1.C(Cl)Cl, predict the reaction product. (5) Given the reactants [CH2:1]([N:3]1[C:12]2[C:11](=[O:13])[NH:10][CH2:9][C:8]([C:14]3[CH:19]=[CH:18][C:17]([O:20]C)=[CH:16][CH:15]=3)=[N:7][C:6]=2[C:5]([CH:22]([CH3:24])[CH3:23])=[N:4]1)[CH3:2].B(Br)(Br)Br, predict the reaction product. The product is: [CH2:1]([N:3]1[C:12]2[C:11](=[O:13])[NH:10][CH2:9][C:8]([C:14]3[CH:19]=[CH:18][C:17]([OH:20])=[CH:16][CH:15]=3)=[N:7][C:6]=2[C:5]([CH:22]([CH3:23])[CH3:24])=[N:4]1)[CH3:2]. (6) Given the reactants C[Al](C)C.[CH3:5][O:6][C:7]1[CH:8]=[C:9]([CH2:15][CH2:16][C:17]2[CH:18]=[C:19]([NH2:22])[NH:20][N:21]=2)[CH:10]=[C:11]([O:13][CH3:14])[CH:12]=1.[CH3:23][CH:24]1[N:29]([CH3:30])[CH2:28][CH2:27][N:26]([C:31]2[N:36]=[CH:35][C:34]([C:37](OC)=[O:38])=[CH:33][N:32]=2)[CH2:25]1.Cl, predict the reaction product. The product is: [CH3:14][O:13][C:11]1[CH:10]=[C:9]([CH2:15][CH2:16][C:17]2[CH:18]=[C:19]([NH:22][C:37]([C:34]3[CH:33]=[N:32][C:31]([N:26]4[CH2:27][CH2:28][N:29]([CH3:30])[CH:24]([CH3:23])[CH2:25]4)=[N:36][CH:35]=3)=[O:38])[NH:20][N:21]=2)[CH:8]=[C:7]([O:6][CH3:5])[CH:12]=1.